Dataset: Reaction yield outcomes from USPTO patents with 853,638 reactions. Task: Predict the reaction yield, written as a fraction of the theoretical maximum amount of product (1.0 means a 100% yield; for example, 0.34 means a 34% yield). (1) The reactants are [C:1]([O:5][C:6]([N:8]1[CH2:13][CH2:12][N:11]([C:14](=[O:31])[S:15][CH2:16][C:17]2[CH:22]=[CH:21][C:20]([O:23][Si](C(C)(C)C)(C)C)=[CH:19][CH:18]=2)[CH2:10][CH2:9]1)=[O:7])([CH3:4])([CH3:3])[CH3:2].CCCC[N+](CCCC)(CCCC)CCCC.[F-]. The catalyst is C1COCC1.O. The product is [C:1]([O:5][C:6]([N:8]1[CH2:13][CH2:12][N:11]([C:14](=[O:31])[S:15][CH2:16][C:17]2[CH:18]=[CH:19][C:20]([OH:23])=[CH:21][CH:22]=2)[CH2:10][CH2:9]1)=[O:7])([CH3:4])([CH3:2])[CH3:3]. The yield is 0.470. (2) No catalyst specified. The product is [O:14]1[CH:2]=[C:3]([C:5]2[CH:10]=[CH:9][C:8]([OH:11])=[C:7]([CH3:12])[CH:6]=2)[N:15]=[CH:13]1. The yield is 0.330. The reactants are Br[CH2:2][C:3]([C:5]1[CH:10]=[CH:9][C:8]([OH:11])=[C:7]([CH3:12])[CH:6]=1)=O.[CH:13]([NH2:15])=[O:14].